This data is from NCI-60 drug combinations with 297,098 pairs across 59 cell lines. The task is: Regression. Given two drug SMILES strings and cell line genomic features, predict the synergy score measuring deviation from expected non-interaction effect. (1) Drug 1: COC1=C(C=C2C(=C1)N=CN=C2NC3=CC(=C(C=C3)F)Cl)OCCCN4CCOCC4. Drug 2: CN(C)C1=NC(=NC(=N1)N(C)C)N(C)C. Cell line: HCT116. Synergy scores: CSS=6.56, Synergy_ZIP=-4.85, Synergy_Bliss=-4.16, Synergy_Loewe=-16.0, Synergy_HSA=-4.01. (2) Drug 1: CC12CCC3C(C1CCC2=O)CC(=C)C4=CC(=O)C=CC34C. Drug 2: CCN(CC)CCCC(C)NC1=C2C=C(C=CC2=NC3=C1C=CC(=C3)Cl)OC. Cell line: MDA-MB-435. Synergy scores: CSS=49.8, Synergy_ZIP=-0.310, Synergy_Bliss=1.67, Synergy_Loewe=-4.52, Synergy_HSA=2.44.